From a dataset of Full USPTO retrosynthesis dataset with 1.9M reactions from patents (1976-2016). Predict the reactants needed to synthesize the given product. (1) Given the product [CH3:44][C:29]1[CH:30]=[C:31]([O:33][Si:34]([CH:41]([CH3:43])[CH3:42])([CH:35]([CH3:37])[CH3:36])[CH:38]([CH3:40])[CH3:39])[CH:32]=[C:14]([CH3:13])[C:15]=1[CH2:16][C:17]1[CH:18]=[CH:19][C:20]([O:25][CH2:26][O:27][CH3:28])=[C:21]([CH:22]([C:2]2[CH:7]=[CH:6][CH:5]=[CH:4][CH:3]=2)[OH:23])[CH:24]=1, predict the reactants needed to synthesize it. The reactants are: Br[C:2]1[CH:7]=[CH:6][CH:5]=[CH:4][CH:3]=1.[Li]CCCC.[CH3:13][C:14]1[CH:32]=[C:31]([O:33][Si:34]([CH:41]([CH3:43])[CH3:42])([CH:38]([CH3:40])[CH3:39])[CH:35]([CH3:37])[CH3:36])[CH:30]=[C:29]([CH3:44])[C:15]=1[CH2:16][C:17]1[CH:18]=[CH:19][C:20]([O:25][CH2:26][O:27][CH3:28])=[C:21]([CH:24]=1)[CH:22]=[O:23]. (2) Given the product [C:1]1([CH:7]([CH2:8][CH2:9][OH:10])[CH2:12][CH2:13][OH:14])[CH:6]=[CH:5][CH:4]=[CH:3][CH:2]=1, predict the reactants needed to synthesize it. The reactants are: [C:1]1([CH:7]([CH2:12][C:13](O)=[O:14])[CH2:8][C:9](O)=[O:10])[CH:6]=[CH:5][CH:4]=[CH:3][CH:2]=1. (3) Given the product [Cl:6][C:7]1[CH:8]=[CH:9][C:10]([N:46]2[CH:50]=[N:49][N:48]=[N:47]2)=[C:11]([C:13]2[CH:18]=[CH:17][N:16]([C@H:19]([C:28]3[NH:32][C:31]4[CH:33]=[CH:34][C:35]([P:37](=[O:38])([OH:44])[OH:41])=[CH:36][C:30]=4[N:29]=3)[CH2:20][C:21]3[CH:26]=[CH:25][C:24]([F:27])=[CH:23][CH:22]=3)[C:15](=[O:45])[CH:14]=2)[CH:12]=1, predict the reactants needed to synthesize it. The reactants are: Br[Si](C)(C)C.[Cl:6][C:7]1[CH:8]=[CH:9][C:10]([N:46]2[CH:50]=[N:49][N:48]=[N:47]2)=[C:11]([C:13]2[CH:18]=[CH:17][N:16]([C@H:19]([C:28]3[NH:32][C:31]4[CH:33]=[CH:34][C:35]([P:37](=[O:44])([O:41]CC)[O:38]CC)=[CH:36][C:30]=4[N:29]=3)[CH2:20][C:21]3[CH:26]=[CH:25][C:24]([F:27])=[CH:23][CH:22]=3)[C:15](=[O:45])[CH:14]=2)[CH:12]=1.